From a dataset of Full USPTO retrosynthesis dataset with 1.9M reactions from patents (1976-2016). Predict the reactants needed to synthesize the given product. Given the product [NH:28]1[C:29]2[C:34](=[CH:33][CH:32]=[CH:31][CH:30]=2)[C:26]([CH2:25][N:15]2[C:14](=[O:19])[C:13]3([CH2:12][CH2:11][N:10]([C:5]4[N:4]=[C:3]([O:2][CH3:1])[CH:8]=[C:7]([CH3:9])[N:6]=4)[CH2:21][CH2:20]3)[O:18][CH2:17][CH2:16]2)=[N:27]1, predict the reactants needed to synthesize it. The reactants are: [CH3:1][O:2][C:3]1[CH:8]=[C:7]([CH3:9])[N:6]=[C:5]([N:10]2[CH2:21][CH2:20][C:13]3([O:18][CH2:17][CH2:16][NH:15][C:14]3=[O:19])[CH2:12][CH2:11]2)[N:4]=1.[H-].[Na+].Br[CH2:25][C:26]1[C:34]2[C:29](=[CH:30][CH:31]=[CH:32][CH:33]=2)[N:28](S(C2C=CC(C)=CC=2)(=O)=O)[N:27]=1.C([O-])([O-])=O.[Cs+].[Cs+].